Predict the product of the given reaction. From a dataset of Forward reaction prediction with 1.9M reactions from USPTO patents (1976-2016). (1) Given the reactants [O:1]1[CH2:5][CH2:4][CH:3]([CH2:6][OH:7])[CH2:2]1.Cl[C:9]1[N:10]=[C:11]([OH:25])[C:12]2[CH:18]=[CH:17][N:16]=[C:15]([C:19]3[N:20]=[CH:21][N:22]([CH3:24])[CH:23]=3)[C:13]=2[N:14]=1, predict the reaction product. The product is: [CH3:24][N:22]1[CH:23]=[C:19]([C:15]2[C:13]3[N:14]=[C:9]([O:7][CH2:6][CH:3]4[CH2:4][CH2:5][O:1][CH2:2]4)[N:10]=[C:11]([OH:25])[C:12]=3[CH:18]=[CH:17][N:16]=2)[N:20]=[CH:21]1. (2) The product is: [CH3:1][C:2]1[N:3]=[C:4]([N:10]2[CH2:14][CH2:13][N:12]([CH2:15][C:16]3[CH:21]=[CH:20][C:19]([C:22]([F:25])([F:24])[F:23])=[CH:18][CH:17]=3)[C:11]2=[O:26])[S:5][C:6]=1[C:7]1[NH:31][C:29]([CH3:30])=[N:41][N:9]=1. Given the reactants [CH3:1][C:2]1[N:3]=[C:4]([N:10]2[CH2:14][CH2:13][N:12]([CH2:15][C:16]3[CH:21]=[CH:20][C:19]([C:22]([F:25])([F:24])[F:23])=[CH:18][CH:17]=3)[C:11]2=[O:26])[S:5][C:6]=1[C:7]([NH2:9])=O.CO[C:29](OC)([N:31](C)C)[CH3:30].C(O)(=O)C.O.[NH2:41]N, predict the reaction product.